From a dataset of Full USPTO retrosynthesis dataset with 1.9M reactions from patents (1976-2016). Predict the reactants needed to synthesize the given product. (1) Given the product [CH3:33][CH:34]([CH3:36])[CH2:35][NH:1][C:2]1[C:10]2[N:9]=[CH:8][N:7]([C:11]3[CH:18]=[CH:17][C:14]([C:15]#[N:16])=[CH:13][CH:12]=3)[C:6]=2[CH:5]=[CH:4][CH:3]=1, predict the reactants needed to synthesize it. The reactants are: [NH2:1][C:2]1[C:10]2[N:9]=[CH:8][N:7]([C:11]3[CH:18]=[CH:17][C:14]([C:15]#[N:16])=[CH:13][CH:12]=3)[C:6]=2[CH:5]=[CH:4][CH:3]=1.C(O[BH-](OC(=O)C)OC(=O)C)(=O)C.[Na+].[CH:33](=O)[CH:34]([CH3:36])[CH3:35].C(O)(=O)C. (2) Given the product [CH2:3]([O:7][C:9]1[N:14]=[CH:13][N:12]=[C:11]([N:15]2[CH2:21][CH2:20][CH:19]([CH3:22])[CH2:18][CH2:17][CH:16]2[CH3:23])[C:10]=1[F:24])[C:4]#[C:5][CH3:6], predict the reactants needed to synthesize it. The reactants are: [H-].[Na+].[CH2:3]([OH:7])[C:4]#[C:5][CH3:6].Cl[C:9]1[N:14]=[CH:13][N:12]=[C:11]([N:15]2[CH2:21][CH2:20][CH:19]([CH3:22])[CH2:18][CH2:17][CH:16]2[CH3:23])[C:10]=1[F:24].[Cl-].[NH4+]. (3) Given the product [CH3:13][N:14]([CH3:16])/[CH:15]=[CH:9]/[C:8]([C:5]1[CH:6]=[CH:7][C:2]([F:1])=[CH:3][CH:4]=1)=[O:10], predict the reactants needed to synthesize it. The reactants are: [F:1][C:2]1[CH:7]=[CH:6][C:5]([C:8](=[O:10])[CH3:9])=[CH:4][CH:3]=1.CO[CH:13](OC)[N:14]([CH3:16])[CH3:15]. (4) Given the product [ClH:42].[Br:1][C:2]1[CH:3]=[CH:4][C:5]([CH3:41])=[C:6]([NH:8][C:9]([C:11]2[N:12]=[CH:13][NH:14][C:15]=2[C:16]([NH:18][C:19]2[NH:23][C:22]3[CH:24]=[CH:25][C:26]([N:28]4[CH2:29][CH2:30][NH:31][CH2:32][CH2:33]4)=[CH:27][C:21]=3[N:20]=2)=[O:17])=[O:10])[CH:7]=1, predict the reactants needed to synthesize it. The reactants are: [Br:1][C:2]1[CH:3]=[CH:4][C:5]([CH3:41])=[C:6]([NH:8][C:9]([C:11]2[N:12]=[CH:13][NH:14][C:15]=2[C:16]([NH:18][C:19]2[NH:23][C:22]3[CH:24]=[CH:25][C:26]([N:28]4[CH2:33][CH2:32][N:31](C(OC(C)(C)C)=O)[CH2:30][CH2:29]4)=[CH:27][C:21]=3[N:20]=2)=[O:17])=[O:10])[CH:7]=1.[ClH:42]. (5) Given the product [F:1][C:2]1[CH:29]=[C:28]([F:30])[CH:27]=[CH:26][C:3]=1[O:4][C:5]1[CH:10]=[CH:9][C:8]([NH2:11])=[CH:7][C:6]=1[C:14]1[C:22]2[C:17](=[C:18]([O:23][CH3:24])[N:19]=[CH:20][CH:21]=2)[N:16]([CH3:25])[CH:15]=1, predict the reactants needed to synthesize it. The reactants are: [F:1][C:2]1[CH:29]=[C:28]([F:30])[CH:27]=[CH:26][C:3]=1[O:4][C:5]1[CH:10]=[CH:9][C:8]([N+:11]([O-])=O)=[CH:7][C:6]=1[C:14]1[C:22]2[C:17](=[C:18]([O:23][CH3:24])[N:19]=[CH:20][CH:21]=2)[N:16]([CH3:25])[CH:15]=1.[H][H]. (6) Given the product [CH:19]1([N:16]2[CH2:17][CH2:18][C:11]3([CH2:12][CH2:13][N:8]([C:5]4[N:6]=[N:7][C:2]([C:30]5[CH:31]=[CH:32][C:27]([S:24]([CH3:23])(=[O:26])=[O:25])=[CH:28][CH:29]=5)=[CH:3][CH:4]=4)[CH2:9][CH2:10]3)[CH2:14][CH2:15]2)[CH2:22][CH2:21][CH2:20]1, predict the reactants needed to synthesize it. The reactants are: Cl[C:2]1[N:7]=[N:6][C:5]([N:8]2[CH2:13][CH2:12][C:11]3([CH2:18][CH2:17][N:16]([CH:19]4[CH2:22][CH2:21][CH2:20]4)[CH2:15][CH2:14]3)[CH2:10][CH2:9]2)=[CH:4][CH:3]=1.[CH3:23][S:24]([C:27]1[CH:32]=[CH:31][C:30](B(O)O)=[CH:29][CH:28]=1)(=[O:26])=[O:25].C([O-])([O-])=O.[Na+].[Na+].